This data is from Reaction yield outcomes from USPTO patents with 853,638 reactions. The task is: Predict the reaction yield, written as a fraction of the theoretical maximum amount of product (1.0 means a 100% yield; for example, 0.34 means a 34% yield). (1) The reactants are [C:1]([O:5][C:6]([N:8]1[CH2:11][CH2:10][C@H:9]1[CH2:12]OS(C)(=O)=O)=[O:7])([CH3:4])([CH3:3])[CH3:2].C([BH-](CC)CC)C.[Li+].C(OCC)(=O)C. The catalyst is C1COCC1. The product is [C:1]([O:5][C:6]([N:8]1[CH2:11][CH2:10][C@H:9]1[CH3:12])=[O:7])([CH3:4])([CH3:2])[CH3:3]. The yield is 0.300. (2) The reactants are [OH:1][C:2]1[C:11]([OH:12])=[N:10][C:9]2[C:4](=[CH:5][CH:6]=[C:7]([C:13]([F:16])([F:15])[F:14])[CH:8]=2)[N:3]=1.[N+:17]([O-])([O-:19])=[O:18].[K+].Cl. The catalyst is OS(O)(=O)=O.[OH-].[Na+]. The product is [OH:12][C:11]1[C:2]([OH:1])=[N:3][C:4]2[C:9](=[CH:8][C:7]([C:13]([F:16])([F:14])[F:15])=[C:6]([N+:17]([O-:19])=[O:18])[CH:5]=2)[N:10]=1. The yield is 0.720.